This data is from Peptide-MHC class II binding affinity with 134,281 pairs from IEDB. The task is: Regression. Given a peptide amino acid sequence and an MHC pseudo amino acid sequence, predict their binding affinity value. This is MHC class II binding data. (1) The binding affinity (normalized) is 0.132. The peptide sequence is TDLIKNQCVNFNFNG. The MHC is DRB1_0301 with pseudo-sequence DRB1_0301. (2) The peptide sequence is VFNICQAVTANVNAL. The MHC is DRB1_1501 with pseudo-sequence DRB1_1501. The binding affinity (normalized) is 0.613.